From a dataset of Peptide-MHC class II binding affinity with 134,281 pairs from IEDB. Regression. Given a peptide amino acid sequence and an MHC pseudo amino acid sequence, predict their binding affinity value. This is MHC class II binding data. (1) The peptide sequence is PKDSDEFIPMKSSWG. The MHC is DRB3_0101 with pseudo-sequence DRB3_0101. The binding affinity (normalized) is 0.0437. (2) The peptide sequence is VLVMLVLLILAYRRRWRRLTV. The MHC is DRB1_0401 with pseudo-sequence DRB1_0401. The binding affinity (normalized) is 0.449. (3) The peptide sequence is PGPSRGVQGFIFFFL. The MHC is H-2-IAd with pseudo-sequence H-2-IAd. The binding affinity (normalized) is 0.134. (4) The peptide sequence is RNVRFSDEGGFTCFF. The MHC is HLA-DPA10301-DPB10402 with pseudo-sequence HLA-DPA10301-DPB10402. The binding affinity (normalized) is 0.159.